From a dataset of Full USPTO retrosynthesis dataset with 1.9M reactions from patents (1976-2016). Predict the reactants needed to synthesize the given product. (1) Given the product [CH2:1]([O:3][C:4](=[O:18])[C:5]1[CH:10]=[C:9]([C:11]#[N:12])[C:8]([N:35]2[CH2:36][CH2:37][CH:32]([C:30](=[O:31])[NH:29][S:26]([CH2:19][C:20]3[CH:25]=[CH:24][CH:23]=[CH:22][CH:21]=3)(=[O:28])=[O:27])[CH2:33][CH2:34]2)=[N:7][C:6]=1[CH2:14][CH2:15][O:16][CH3:17])[CH3:2], predict the reactants needed to synthesize it. The reactants are: [CH2:1]([O:3][C:4](=[O:18])[C:5]1[CH:10]=[C:9]([C:11]#[N:12])[C:8](Cl)=[N:7][C:6]=1[CH2:14][CH2:15][O:16][CH3:17])[CH3:2].[CH2:19]([S:26]([NH:29][C:30]([CH:32]1[CH2:37][CH2:36][NH:35][CH2:34][CH2:33]1)=[O:31])(=[O:28])=[O:27])[C:20]1[CH:25]=[CH:24][CH:23]=[CH:22][CH:21]=1.CCN(C(C)C)C(C)C. (2) Given the product [CH:1](=[C:3]1[CH:4]2[CH2:12][CH:8]3[CH2:7][CH:6]([CH2:11][CH:10]1[CH2:9]3)[CH2:5]2)[CH3:2], predict the reactants needed to synthesize it. The reactants are: [CH2:1]([C:3]1(O)[CH:10]2[CH2:11][CH:6]3[CH2:7][CH:8]([CH2:12][CH:4]1[CH2:5]3)[CH2:9]2)[CH3:2].C1(C)C=CC(S(O)(=O)=O)=CC=1. (3) Given the product [CH3:8][O:9][C:10](=[O:32])[C:11]1[CH:16]=[C:15]([OH:17])[CH:14]=[C:13]([O:21][C:22]2[CH:23]=[CH:24][C:25]([S:28]([CH3:31])(=[O:29])=[O:30])=[CH:26][CH:27]=2)[CH:12]=1, predict the reactants needed to synthesize it. The reactants are: FC(F)(F)C(O)=O.[CH3:8][O:9][C:10](=[O:32])[C:11]1[CH:16]=[C:15]([O:17]COC)[CH:14]=[C:13]([O:21][C:22]2[CH:27]=[CH:26][C:25]([S:28]([CH3:31])(=[O:30])=[O:29])=[CH:24][CH:23]=2)[CH:12]=1. (4) The reactants are: N[C:2]1[C:3]([CH3:11])=[C:4]([CH:8]=[CH:9][CH:10]=1)[C:5]([OH:7])=[O:6].S(=O)(=O)(O)[OH:13].N([O-])=O.[Na+].NC(N)=O.N([O-])=O. Given the product [OH:13][C:2]1[C:3]([CH3:11])=[C:4]([CH:8]=[CH:9][CH:10]=1)[C:5]([OH:7])=[O:6], predict the reactants needed to synthesize it. (5) Given the product [N:27]1([C:2]2[C:7]([I:8])=[C:6]([C:9]([F:10])([F:11])[F:12])[N:5]=[C:4]([N:19]3[CH2:23][CH2:22][CH2:21][C:20]3=[O:24])[N:3]=2)[CH:31]=[CH:30][N:29]=[CH:28]1, predict the reactants needed to synthesize it. The reactants are: Cl[C:2]1[C:7]([I:8])=[C:6]([C:9]([F:12])([F:11])[F:10])[N:5]=[C:4](S(C(C)C)(=O)=O)[N:3]=1.[NH:19]1[CH2:23][CH2:22][CH2:21][C:20]1=[O:24].[H-].[Na+].[NH:27]1[CH:31]=[CH:30][N:29]=[CH:28]1. (6) Given the product [F:18][C:19]1[CH:27]=[CH:26][C:22]([C:23]([N:2]2[CH2:7][CH2:6][CH2:5][C@H:4]([C:8]([OH:10])=[O:9])[CH2:3]2)=[O:24])=[CH:21][CH:20]=1, predict the reactants needed to synthesize it. The reactants are: Cl.[NH:2]1[CH2:7][CH2:6][CH2:5][C@H:4]([C:8]([OH:10])=[O:9])[CH2:3]1.C(N(CC)CC)C.[F:18][C:19]1[CH:27]=[CH:26][C:22]([C:23](Cl)=[O:24])=[CH:21][CH:20]=1.Cl. (7) Given the product [Cl:10][C:8]1[CH:7]=[C:6]([CH3:11])[C:3]([C:4]#[N:5])=[C:2]([S:30][CH2:28][CH3:29])[CH:9]=1, predict the reactants needed to synthesize it. The reactants are: Cl[C:2]1[CH:9]=[C:8]([Cl:10])[CH:7]=[C:6]([CH3:11])[C:3]=1[C:4]#[N:5].P([O-])([O-])([O-])=O.[K+].[K+].[K+].N1CCC[C@H]1C(O)=O.[CH2:28]([SH:30])[CH3:29].